Task: Regression. Given two drug SMILES strings and cell line genomic features, predict the synergy score measuring deviation from expected non-interaction effect.. Dataset: NCI-60 drug combinations with 297,098 pairs across 59 cell lines (1) Drug 1: C1=CC(=CC=C1CCCC(=O)O)N(CCCl)CCCl. Drug 2: CC1CCCC2(C(O2)CC(NC(=O)CC(C(C(=O)C(C1O)C)(C)C)O)C(=CC3=CSC(=N3)C)C)C. Cell line: IGROV1. Synergy scores: CSS=28.0, Synergy_ZIP=-1.93, Synergy_Bliss=3.02, Synergy_Loewe=2.33, Synergy_HSA=2.37. (2) Drug 1: CC1=C(C=C(C=C1)NC2=NC=CC(=N2)N(C)C3=CC4=NN(C(=C4C=C3)C)C)S(=O)(=O)N.Cl. Synergy scores: CSS=5.06, Synergy_ZIP=0.781, Synergy_Bliss=-0.0786, Synergy_Loewe=-3.16, Synergy_HSA=-1.77. Cell line: DU-145. Drug 2: CC1=C(C(=CC=C1)Cl)NC(=O)C2=CN=C(S2)NC3=CC(=NC(=N3)C)N4CCN(CC4)CCO. (3) Drug 2: CC1CCC2CC(C(=CC=CC=CC(CC(C(=O)C(C(C(=CC(C(=O)CC(OC(=O)C3CCCCN3C(=O)C(=O)C1(O2)O)C(C)CC4CCC(C(C4)OC)O)C)C)O)OC)C)C)C)OC. Cell line: NCI-H522. Synergy scores: CSS=2.13, Synergy_ZIP=1.46, Synergy_Bliss=4.69, Synergy_Loewe=1.06, Synergy_HSA=1.07. Drug 1: CC1=CC=C(C=C1)C2=CC(=NN2C3=CC=C(C=C3)S(=O)(=O)N)C(F)(F)F. (4) Drug 1: CN(C)C1=NC(=NC(=N1)N(C)C)N(C)C. Drug 2: CC1C(C(CC(O1)OC2CC(OC(C2O)C)OC3=CC4=CC5=C(C(=O)C(C(C5)C(C(=O)C(C(C)O)O)OC)OC6CC(C(C(O6)C)O)OC7CC(C(C(O7)C)O)OC8CC(C(C(O8)C)O)(C)O)C(=C4C(=C3C)O)O)O)O. Cell line: CCRF-CEM. Synergy scores: CSS=-1.85, Synergy_ZIP=1.43, Synergy_Bliss=-0.0651, Synergy_Loewe=-5.73, Synergy_HSA=-3.09. (5) Drug 1: CC1=C2C(C(=O)C3(C(CC4C(C3C(C(C2(C)C)(CC1OC(=O)C(C(C5=CC=CC=C5)NC(=O)C6=CC=CC=C6)O)O)OC(=O)C7=CC=CC=C7)(CO4)OC(=O)C)O)C)OC(=O)C. Drug 2: C1=CN(C=N1)CC(O)(P(=O)(O)O)P(=O)(O)O. Cell line: CAKI-1. Synergy scores: CSS=16.3, Synergy_ZIP=-11.4, Synergy_Bliss=-11.8, Synergy_Loewe=-12.9, Synergy_HSA=-8.73. (6) Drug 1: CN(C)N=NC1=C(NC=N1)C(=O)N. Drug 2: COC1=NC(=NC2=C1N=CN2C3C(C(C(O3)CO)O)O)N. Cell line: HOP-92. Synergy scores: CSS=1.40, Synergy_ZIP=-0.115, Synergy_Bliss=-0.491, Synergy_Loewe=-2.25, Synergy_HSA=-1.76. (7) Drug 1: C1=CC=C(C=C1)NC(=O)CCCCCCC(=O)NO. Drug 2: C1CN(P(=O)(OC1)NCCCl)CCCl. Cell line: MOLT-4. Synergy scores: CSS=48.8, Synergy_ZIP=5.58, Synergy_Bliss=5.84, Synergy_Loewe=-5.65, Synergy_HSA=-3.62. (8) Drug 1: C1=CN(C=N1)CC(O)(P(=O)(O)O)P(=O)(O)O. Drug 2: C(=O)(N)NO. Cell line: HOP-92. Synergy scores: CSS=1.60, Synergy_ZIP=-1.25, Synergy_Bliss=-3.85, Synergy_Loewe=-0.562, Synergy_HSA=-3.93.